This data is from TCR-epitope binding with 47,182 pairs between 192 epitopes and 23,139 TCRs. The task is: Binary Classification. Given a T-cell receptor sequence (or CDR3 region) and an epitope sequence, predict whether binding occurs between them. (1) The epitope is VLWAHGFEL. The TCR CDR3 sequence is CSASGGGAGKEKLFF. Result: 1 (the TCR binds to the epitope). (2) The epitope is NYSGVVTTVMF. The TCR CDR3 sequence is CASSLGSAEAFF. Result: 0 (the TCR does not bind to the epitope).